Dataset: Forward reaction prediction with 1.9M reactions from USPTO patents (1976-2016). Task: Predict the product of the given reaction. (1) Given the reactants [CH3:1][C:2]1[CH:11]=[CH:10][C:9]2[C:4](=[CH:5][CH:6]=[CH:7][C:8]=2[CH:12]2[CH2:17][CH2:16][N:15]([CH2:18][CH2:19][C:20]3[CH:29]=[CH:28][CH:27]=[C:26]4[C:21]=3[CH:22]=[CH:23][C:24]3[N:25]4[N:30]=[N:31][C:32]=3[C:33]([O-:35])=[O:34])[CH2:14][CH2:13]2)[N:3]=1.[NH4+].[Cl:37][C:38]1C=CC=C[C:39]=1Cl, predict the reaction product. The product is: [ClH:37].[ClH:37].[CH3:1][C:2]1[CH:11]=[CH:10][C:9]2[C:4](=[CH:5][CH:6]=[CH:7][C:8]=2[CH:12]2[CH2:17][CH2:16][N:15]([CH2:18][CH2:19][C:20]3[CH:29]=[CH:28][CH:27]=[C:26]4[C:21]=3[CH:22]=[CH:23][C:24]3[N:25]4[N:30]=[N:31][C:32]=3[C:33]([O:35][CH2:38][CH3:39])=[O:34])[CH2:14][CH2:13]2)[N:3]=1. (2) Given the reactants CO.[C@@H]1([O:14][C:15]2[C:16]([O:18][C@H:19]([C@H:22]([CH2:24][OH:25])[OH:23])[C:20]=2[OH:21])=[O:17])O[C@H](CO)[C@@H](O)[C@H](O)[C@H]1O.O=[C:27]1[O:33][C@H:32]([C@H:34]([CH2:36][OH:37])[OH:35])[C:30]([OH:31])=[C:28]1[OH:29], predict the reaction product. The product is: [C@@H:27]1([C@:19]2([C@H:22]([CH2:24][OH:25])[OH:23])[O:18][C:16](=[O:17])[C:15]([OH:14])=[C:20]2[OH:21])[O:33][C@H:32]([CH2:30][OH:31])[C@@H:34]([OH:35])[C@H:36]([OH:37])[C@H:28]1[OH:29]. (3) Given the reactants CC1(C)C(C)(C)OB([C:9]2[CH:17]=[C:16]([C:18]([F:21])([F:20])[F:19])[CH:15]=[C:14]3[C:10]=2[CH:11]=[N:12][NH:13]3)O1.Br[C:24]1[C:25]([C:30]([NH:32][CH3:33])=[O:31])=[N:26][CH:27]=[N:28][CH:29]=1.O, predict the reaction product. The product is: [CH3:33][NH:32][C:30]([C:25]1[C:24]([C:9]2[CH:17]=[C:16]([C:18]([F:19])([F:20])[F:21])[CH:15]=[C:14]3[C:10]=2[CH:11]=[N:12][NH:13]3)=[CH:29][N:28]=[CH:27][N:26]=1)=[O:31].